Dataset: Full USPTO retrosynthesis dataset with 1.9M reactions from patents (1976-2016). Task: Predict the reactants needed to synthesize the given product. (1) Given the product [NH2:31][C:26]1[N:25]=[C:24]([C:11]2[N:10]=[C:9]([NH:8][CH:5]3[CH2:6][CH2:7][C:2]([F:33])([F:1])[CH2:3][CH2:4]3)[N:14]=[C:13]([NH:15][CH:16]3[CH2:17][CH2:18][C:19]([F:22])([F:23])[CH2:20][CH2:21]3)[N:12]=2)[C:29]([F:30])=[CH:28][CH:27]=1, predict the reactants needed to synthesize it. The reactants are: [F:1][C:2]1([F:33])[CH2:7][CH2:6][CH:5]([NH:8][C:9]2[N:14]=[C:13]([NH:15][CH:16]3[CH2:21][CH2:20][C:19]([F:23])([F:22])[CH2:18][CH2:17]3)[N:12]=[C:11]([C:24]3[C:29]([F:30])=[CH:28][CH:27]=[C:26]([NH:31]N)[N:25]=3)[N:10]=2)[CH2:4][CH2:3]1. (2) Given the product [C:18]([C:11]1[CH:10]=[CH:9][C:3]([NH:4][C:5]([O:7][CH3:8])=[O:6])=[C:2]([F:1])[CH:12]=1)([CH3:20])([CH3:19])[CH3:17], predict the reactants needed to synthesize it. The reactants are: [F:1][C:2]1[CH:12]=[CH:11][CH:10]=[CH:9][C:3]=1[NH:4][C:5]([O:7][CH3:8])=[O:6].[Cl-].[Al+3].[Cl-].[Cl-].[CH2:17](Br)[CH:18]([CH3:20])[CH3:19]. (3) Given the product [CH:52]12[N:56]([CH:57]([C:72]3[CH:77]=[CH:76][CH:75]=[C:74]([O:78][CH3:79])[CH:73]=3)[C:58]3[CH:59]=[CH:60][C:61]([C:64]([N:66]4[CH2:67][CH2:68][CH2:69][CH2:70][CH2:71]4)=[O:65])=[CH:62][CH:63]=3)[CH:55]([CH2:54][CH2:53]1)[CH:48]1[NH:47][CH:51]2[CH2:50][CH2:49]1, predict the reactants needed to synthesize it. The reactants are: C(N1C2C3N(C(C4C=CC=C(OC)C=4)C4C=CC(C(N(CC)CC)=O)=CC=4)C(C1CC2)CC3)C1C=CC=CC=1.C([N:47]1[CH:51]2[CH:52]3[N:56]([CH:57]([C:72]4[CH:77]=[CH:76][CH:75]=[C:74]([O:78][CH3:79])[CH:73]=4)[C:58]4[CH:63]=[CH:62][C:61]([C:64]([N:66]5[CH2:71][CH2:70][CH2:69][CH2:68][CH2:67]5)=[O:65])=[CH:60][CH:59]=4)[CH:55]([CH:48]1[CH2:49][CH2:50]2)[CH2:54][CH2:53]3)C1C=CC=CC=1. (4) Given the product [C:1]([O:4][CH:5]1[C:9]2=[N:10][CH:11]=[C:12]([NH:31][C:46]([C:44]3[CH:43]=[CH:42][C:41]([F:49])=[C:40]([C:34]4[C:33]([F:32])=[CH:38][CH:37]=[CH:36][C:35]=4[F:39])[N:45]=3)=[O:47])[C:13]([N:14]3[CH2:19][C@H:18]([CH3:20])[C:17]([OH:22])([CH3:21])[C@H:16]([NH:23][C:24]([O:26][C:27]([CH3:30])([CH3:29])[CH3:28])=[O:25])[CH2:15]3)=[C:8]2[CH2:7][CH2:6]1)(=[O:3])[CH3:2], predict the reactants needed to synthesize it. The reactants are: [C:1]([O:4][CH:5]1[C:9]2=[N:10][CH:11]=[C:12]([NH2:31])[C:13]([N:14]3[CH2:19][C@H:18]([CH3:20])[C:17]([OH:22])([CH3:21])[C@H:16]([NH:23][C:24]([O:26][C:27]([CH3:30])([CH3:29])[CH3:28])=[O:25])[CH2:15]3)=[C:8]2[CH2:7][CH2:6]1)(=[O:3])[CH3:2].[F:32][C:33]1[CH:38]=[CH:37][CH:36]=[C:35]([F:39])[C:34]=1[C:40]1[N:45]=[C:44]([C:46](O)=[O:47])[CH:43]=[CH:42][C:41]=1[F:49].CN(C(ON1N=NC2C=CC=NC1=2)=[N+](C)C)C.F[P-](F)(F)(F)(F)F.CCN(C(C)C)C(C)C. (5) Given the product [O:31]1[C:27]2[CH:26]=[CH:25][C:24]([N:3]3[C@H:4]4[CH2:22][CH2:21][CH2:20][CH2:19][C@@H:5]4[N:6]([C:7]4[CH:14]=[CH:13][C:10]([C:11]#[N:12])=[C:9]([C:15]([F:18])([F:16])[F:17])[CH:8]=4)[C:2]3=[O:1])=[CH:32][C:28]=2[CH2:29][CH2:30]1, predict the reactants needed to synthesize it. The reactants are: [O:1]=[C:2]1[N:6]([C:7]2[CH:14]=[CH:13][C:10]([C:11]#[N:12])=[C:9]([C:15]([F:18])([F:17])[F:16])[CH:8]=2)[C@H:5]2[CH2:19][CH2:20][CH2:21][CH2:22][C@@H:4]2[NH:3]1.Br[C:24]1[CH:25]=[CH:26][C:27]2[O:31][CH2:30][CH2:29][C:28]=2[CH:32]=1. (6) Given the product [I:1][C:2]1[CH:3]=[CH:4][C:5]([C:8]2[NH:12][C:11]([C@@H:13]([N:22]3[C:26](=[O:27])[C@@H:25]([CH2:28][C:29]([NH:39][O:38][CH2:37][CH2:36][O:35][CH:33]=[CH2:34])=[O:31])[NH:24][C:23]3=[O:32])[C@H:14]([C:16]3[CH:17]=[CH:18][CH:19]=[CH:20][CH:21]=3)[CH3:15])=[N:10][CH:9]=2)=[CH:6][CH:7]=1, predict the reactants needed to synthesize it. The reactants are: [I:1][C:2]1[CH:7]=[CH:6][C:5]([C:8]2[NH:12][C:11]([C@@H:13]([N:22]3[C:26](=[O:27])[C@@H:25]([CH2:28][C:29]([OH:31])=O)[NH:24][C:23]3=[O:32])[C@H:14]([C:16]3[CH:21]=[CH:20][CH:19]=[CH:18][CH:17]=3)[CH3:15])=[N:10][CH:9]=2)=[CH:4][CH:3]=1.[CH:33]([O:35][CH2:36][CH2:37][O:38][NH2:39])=[CH2:34].C(N(CC)C(C)C)(C)C.